This data is from Acute oral toxicity (LD50) regression data from Zhu et al.. The task is: Regression/Classification. Given a drug SMILES string, predict its toxicity properties. Task type varies by dataset: regression for continuous values (e.g., LD50, hERG inhibition percentage) or binary classification for toxic/non-toxic outcomes (e.g., AMES mutagenicity, cardiotoxicity, hepatotoxicity). Dataset: ld50_zhu. The drug is CCOc1ccc2c3c1OC1C(O)C=CC4C(C2)N(C)CCC341. The rat oral LD50 is 2.59, given as -log10 of the dose in mol/kg body weight (higher means more acutely toxic).